From a dataset of Catalyst prediction with 721,799 reactions and 888 catalyst types from USPTO. Predict which catalyst facilitates the given reaction. (1) Reactant: [C:1]([O:5][C:6]([N:8]1[CH2:11][CH:10]([NH:12][CH:13]2[C:21]3[C:16](=[CH:17][C:18]([F:22])=[CH:19][CH:20]=3)[CH2:15][CH2:14]2)[CH2:9]1)=[O:7])([CH3:4])([CH3:3])[CH3:2].C(N(CC)CC)C.[F:30][C:31]([F:42])([F:41])[C:32](O[C:32](=[O:33])[C:31]([F:42])([F:41])[F:30])=[O:33]. Product: [C:1]([O:5][C:6]([N:8]1[CH2:9][CH:10]([N:12]([CH:13]2[C:21]3[C:16](=[CH:17][C:18]([F:22])=[CH:19][CH:20]=3)[CH2:15][CH2:14]2)[C:32](=[O:33])[C:31]([F:42])([F:41])[F:30])[CH2:11]1)=[O:7])([CH3:4])([CH3:2])[CH3:3]. The catalyst class is: 4. (2) Reactant: [F:1][C:2]1[CH:7]=[CH:6][C:5]([C:8]2[CH:12]=[C:11]([C:13]([NH:15][CH2:16][CH2:17][C:18]([OH:20])=O)=[O:14])[O:10][N:9]=2)=[CH:4][CH:3]=1.Cl.[NH:22]1[CH2:25][CH2:24][CH2:23]1.ClCCl.CCN(C(C)C)C(C)C. Product: [N:22]1([C:18](=[O:20])[CH2:17][CH2:16][NH:15][C:13]([C:11]2[O:10][N:9]=[C:8]([C:5]3[CH:4]=[CH:3][C:2]([F:1])=[CH:7][CH:6]=3)[CH:12]=2)=[O:14])[CH2:25][CH2:24][CH2:23]1. The catalyst class is: 13. (3) Reactant: [Cl-].O[NH3+:3].[C:4](=[O:7])([O-])[OH:5].[Na+].CS(C)=O.[CH3:13][C:14]1[N:15]([C:39]2[CH:40]=[N:41][C:42]([O:45][CH:46]3[CH2:51][CH2:50][O:49][CH2:48][CH2:47]3)=[CH:43][CH:44]=2)[C:16](=[O:38])[C:17]([CH2:23][C:24]2[CH:29]=[CH:28][C:27]([C:30]3[C:31]([C:36]#[N:37])=[CH:32][CH:33]=[CH:34][CH:35]=3)=[CH:26][CH:25]=2)=[C:18]([CH2:20][CH2:21][CH3:22])[N:19]=1. Product: [CH3:13][C:14]1[N:15]([C:39]2[CH:40]=[N:41][C:42]([O:45][CH:46]3[CH2:47][CH2:48][O:49][CH2:50][CH2:51]3)=[CH:43][CH:44]=2)[C:16](=[O:38])[C:17]([CH2:23][C:24]2[CH:25]=[CH:26][C:27]([C:30]3[CH:35]=[CH:34][CH:33]=[CH:32][C:31]=3[C:36]3[NH:3][C:4](=[O:7])[O:5][N:37]=3)=[CH:28][CH:29]=2)=[C:18]([CH2:20][CH2:21][CH3:22])[N:19]=1. The catalyst class is: 13. (4) Reactant: [C:1]1([Mg])[CH:6]=[CH:5][CH:4]=[CH:3][CH:2]=1.C(OCC)C.CN(OC)[C:15]([C@@H:17]1[CH2:21][C:20](=[O:22])[N:19]([C@@H:23]([C:25]2[CH:30]=[CH:29][CH:28]=[CH:27][CH:26]=2)[CH3:24])[CH2:18]1)=[O:16].Cl. Product: [C:1]1([C:15]([C@H:17]2[CH2:18][N:19]([C@@H:23]([C:25]3[CH:30]=[CH:29][CH:28]=[CH:27][CH:26]=3)[CH3:24])[C:20](=[O:22])[CH2:21]2)=[O:16])[CH:6]=[CH:5][CH:4]=[CH:3][CH:2]=1. The catalyst class is: 7.